Task: Predict the reaction yield, written as a fraction of the theoretical maximum amount of product (1.0 means a 100% yield; for example, 0.34 means a 34% yield).. Dataset: Reaction yield outcomes from USPTO patents with 853,638 reactions The reactants are [CH2:1]([O:3][C:4]([CH:6]1[CH2:11][CH2:10][CH2:9][CH2:8][C:7]1=[O:12])=[O:5])[CH3:2].CCN(C(C)C)C(C)C.FC(F)(F)S(OS(C(F)(F)F)(=O)=O)(=O)=O. The catalyst is ClCCl. The product is [CH2:1]([O:3][C:4]([C:6]1[CH2:11][CH2:10][CH2:9][CH2:8][C:7]=1[OH:12])=[O:5])[CH3:2]. The yield is 0.820.